This data is from Forward reaction prediction with 1.9M reactions from USPTO patents (1976-2016). The task is: Predict the product of the given reaction. (1) Given the reactants [Cl:1][C:2]1[N:7]=[C:6]([O:8][C:9]2[CH:14]=[CH:13][C:12]([O:15][CH3:16])=[CH:11][CH:10]=2)[C:5]([N+:17]([O-])=O)=[CH:4][N:3]=1, predict the reaction product. The product is: [Cl:1][C:2]1[N:7]=[C:6]([O:8][C:9]2[CH:10]=[CH:11][C:12]([O:15][CH3:16])=[CH:13][CH:14]=2)[C:5]([NH2:17])=[CH:4][N:3]=1. (2) The product is: [F:71][C:67]1[C:68]([F:70])=[CH:69][C:64]([NH2:14])=[C:65]([O:72][CH2:73][CH2:74][CH3:75])[CH:66]=1. Given the reactants C(=[NH:14])(C1C=CC=CC=1)C1C=CC=CC=1.CC1(C)C2C=CC=C(P(C3C=CC=CC=3)C3C=CC=CC=3)C=2OC2C1=CC=CC=2P(C1C=CC=CC=1)C1C=CC=CC=1.C(=O)([O-])[O-].[Cs+].[Cs+].Br[C:64]1[CH:69]=[C:68]([F:70])[C:67]([F:71])=[CH:66][C:65]=1[O:72][CH2:73][CH2:74][CH3:75].[Cl-].[NH4+], predict the reaction product. (3) Given the reactants [CH2:1]([O:3][C:4](=[O:16])[C:5]1[C:10]([F:11])=[CH:9][CH:8]=[C:7]([N+:12]([O-])=O)[C:6]=1[NH2:15])[CH3:2].O.O.[Sn](Cl)Cl, predict the reaction product. The product is: [CH2:1]([O:3][C:4](=[O:16])[C:5]1[C:10]([F:11])=[CH:9][CH:8]=[C:7]([NH2:12])[C:6]=1[NH2:15])[CH3:2]. (4) Given the reactants [CH3:1][O:2][C:3]([C@H:5]1[CH2:9][C@H:8]([OH:10])[C@@H:7]([N:11]=[N+]=[N-])[CH2:6]1)=[O:4], predict the reaction product. The product is: [CH3:1][O:2][C:3]([C@H:5]1[CH2:9][C@H:8]([OH:10])[C@@H:7]([NH2:11])[CH2:6]1)=[O:4].